From a dataset of Forward reaction prediction with 1.9M reactions from USPTO patents (1976-2016). Predict the product of the given reaction. (1) Given the reactants [CH2:1]([N:3]([CH2:11][CH3:12])[C:4]1[CH:9]=[CH:8][C:7]([NH2:10])=[CH:6][CH:5]=1)[CH3:2].[Cl:13][C:14]([O:16][C:17]1[CH:22]=[CH:21][C:20]([N+:23]([O-:25])=[O:24])=[CH:19][CH:18]=1)=[O:15], predict the reaction product. The product is: [ClH:13].[N+:23]([C:20]1[CH:19]=[CH:18][C:17]([O:16][C:14](=[O:15])[NH:10][C:7]2[CH:8]=[CH:9][C:4]([N:3]([CH2:1][CH3:2])[CH2:11][CH3:12])=[CH:5][CH:6]=2)=[CH:22][CH:21]=1)([O-:25])=[O:24]. (2) Given the reactants [Cl:1][C:2]1[C:7]([CH3:8])=[CH:6][C:5]([NH:9]C(=O)OC(C)(C)C)=[C:4]([CH:17]([C:19]2[CH:24]=[CH:23][CH:22]=[C:21]([O:25][CH3:26])[C:20]=2[O:27][CH3:28])[OH:18])[CH:3]=1.[OH-].[Na+], predict the reaction product. The product is: [NH2:9][C:5]1[CH:6]=[C:7]([CH3:8])[C:2]([Cl:1])=[CH:3][C:4]=1[CH:17]([C:19]1[CH:24]=[CH:23][CH:22]=[C:21]([O:25][CH3:26])[C:20]=1[O:27][CH3:28])[OH:18].